Dataset: Drug-target binding data from BindingDB using IC50 measurements. Task: Regression. Given a target protein amino acid sequence and a drug SMILES string, predict the binding affinity score between them. We predict pIC50 (pIC50 = -log10(IC50 in M); higher means more potent). Dataset: bindingdb_ic50. (1) The drug is CN[C@@H](C)C(=O)N[C@H](C(=O)N1C[C@@H](NC(=O)c2ccc(CN(C(=O)[C@@H]3C[Si](C)(C)CN3C(=O)[C@@H](NC(=O)[C@H](C)NC)C(C)(C)C)[C@H](C)c3cccc(F)c3F)cc2)C[C@H]1C(=O)NC1CCCc2ccccc21)C(C)(C)C. The target protein sequence is RNPFAPDRPPETHADYLLRTGQVVDISDTIYPRNPAMCSEEARLKSFQNWPDYAHLTPRELASAGLYYTGADDQVQCFACGGKLKNWEPGDRAWSEHRRHFPNCFFVLGRNVNVRSE. The pIC50 is 6.2. (2) The drug is CN(C)[C@H]1CC[C@H](n2cc(C(N)=O)c(Nc3ccc(OC(F)(F)F)cc3)n2)[C@@H](C#N)C1. The target protein (P23458) has sequence MQYLNIKEDCNAMAFCAKMRSSKKTEVNLEAPEPGVEVIFYLSDREPLRLGSGEYTAEELCIRAAQACRISPLCHNLFALYDENTKLWYAPNRTITVDDKMSLRLHYRMRFYFTNWHGTNDNEQSVWRHSPKKQKNGYEKKKIPDATPLLDASSLEYLFAQGQYDLVKCLAPIRDPKTEQDGHDIENECLGMAVLAISHYAMMKKMQLPELPKDISYKRYIPETLNKSIRQRNLLTRMRINNVFKDFLKEFNNKTICDSSVSTHDLKVKYLATLETLTKHYGAEIFETSMLLISSENEMNWFHSNDGGNVLYYEVMVTGNLGIQWRHKPNVVSVEKEKNKLKRKKLENKHKKDEEKNKIREEWNNFSYFPEITHIVIKESVVSINKQDNKKMELKLSSHEEALSFVSLVDGYFRLTADAHHYLCTDVAPPLIVHNIQNGCHGPICTEYAINKLRQEGSEEGMYVLRWSCTDFDNILMTVTCFEKSEQVQGAQKQFKNFQI.... The pIC50 is 9.1.